Predict the reaction yield, written as a fraction of the theoretical maximum amount of product (1.0 means a 100% yield; for example, 0.34 means a 34% yield). From a dataset of Reaction yield outcomes from USPTO patents with 853,638 reactions. (1) The reactants are [N:1]([C:4]1[CH:17]=[C:16]2[C:7]([O:8][C:9]3[C:10]([F:26])=[CH:11][C:12]([O:24][CH3:25])=[CH:13][C:14]=3[C@@:15]32[CH2:22][CH2:21][S:20][C:19]([NH2:23])=[N:18]3)=[CH:6][CH:5]=1)=[N+]=[N-].C(O)C. The catalyst is [Pd].CCOC(C)=O. The product is [F:26][C:10]1[C:9]2[O:8][C:7]3[C:16](=[CH:17][C:4]([NH2:1])=[CH:5][CH:6]=3)[C@@:15]3([CH2:22][CH2:21][S:20][C:19]([NH2:23])=[N:18]3)[C:14]=2[CH:13]=[C:12]([O:24][CH3:25])[CH:11]=1. The yield is 0.760. (2) The reactants are Cl[C:2]1[CH:7]=[C:6](Cl)[N:5]=[CH:4][N:3]=1.[F:9][C:10]([F:21])([F:20])[C:11]1[CH:16]=[CH:15][C:14](B(O)O)=[CH:13][CH:12]=1.[O-]P([O-])([O-])=O.[K+].[K+].[K+].[CH2:30]([N:32](CC)CC)C. The catalyst is C(COC)OC.O.[C-]#N.C([N+](CC)(CC)CC)C.C(Cl)Cl.[Pd].C1(P(C2C=CC=CC=2)C2C=CC=CC=2)C=CC=CC=1.C1(P(C2C=CC=CC=2)C2C=CC=CC=2)C=CC=CC=1.C1(P(C2C=CC=CC=2)C2C=CC=CC=2)C=CC=CC=1.C1(P(C2C=CC=CC=2)C2C=CC=CC=2)C=CC=CC=1. The product is [F:9][C:10]([F:21])([F:20])[C:11]1[CH:16]=[CH:15][C:14]([C:6]2[N:5]=[CH:4][N:3]=[C:2]([C:30]#[N:32])[CH:7]=2)=[CH:13][CH:12]=1. The yield is 0.500. (3) The reactants are [CH3:1][C:2]1[CH:3]=[CH:4][C:5]2[N+:10]([O-:11])=[N:9][C:8](O)=[N:7][C:6]=2[CH:13]=1.O=P(Cl)(Cl)[Cl:16]. No catalyst specified. The product is [Cl:16][C:8]1[N:9]=[N+:10]([O-:11])[C:5]2[CH:4]=[CH:3][C:2]([CH3:1])=[CH:13][C:6]=2[N:7]=1. The yield is 0.790. (4) The reactants are [Li]CCCC.[Cl:6][C:7]1[CH:12]=[C:11]([Cl:13])[CH:10]=[C:9]([Cl:14])[N:8]=1.[CH:15](OCC)=[O:16]. The catalyst is C1COCC1.C(OCC)(=O)C. The product is [Cl:6][C:7]1[C:12]([CH:15]=[O:16])=[C:11]([Cl:13])[CH:10]=[C:9]([Cl:14])[N:8]=1. The yield is 0.750.